This data is from Reaction yield outcomes from USPTO patents with 853,638 reactions. The task is: Predict the reaction yield, written as a fraction of the theoretical maximum amount of product (1.0 means a 100% yield; for example, 0.34 means a 34% yield). (1) The reactants are [H-].[H-].[H-].[H-].[Li+].[Al+3].[Al+3].[Cl-].[Cl-].[Cl-].C[O:12][C:13](=O)[CH2:14][CH2:15][C:16]1[CH:25]=[CH:24][CH:23]=[CH:22][C:17]=1[C:18](OC)=[O:19].[OH-].[Na+]. The catalyst is CCOCC. The product is [OH:19][CH2:18][C:17]1[CH:22]=[CH:23][CH:24]=[CH:25][C:16]=1[CH2:15][CH2:14][CH2:13][OH:12]. The yield is 0.980. (2) The reactants are C[O:2][C:3](=[O:33])[CH2:4][C:5]1[CH:10]=[CH:9][C:8]([N:11]2[C:18](=[S:19])[N:17]([C:20]3[CH:25]=[CH:24][C:23]([C:26]#[N:27])=[C:22]([C:28]([F:31])([F:30])[F:29])[CH:21]=3)[C:16](=[O:32])[C:12]32[CH2:15][CH2:14][CH2:13]3)=[CH:7][CH:6]=1.[OH-].[Na+]. The catalyst is CO. The product is [C:26]([C:23]1[CH:24]=[CH:25][C:20]([N:17]2[C:16](=[O:32])[C:12]3([CH2:13][CH2:14][CH2:15]3)[N:11]([C:8]3[CH:7]=[CH:6][C:5]([CH2:4][C:3]([OH:33])=[O:2])=[CH:10][CH:9]=3)[C:18]2=[S:19])=[CH:21][C:22]=1[C:28]([F:30])([F:31])[F:29])#[N:27]. The yield is 0.950. (3) The reactants are [CH3:1][O:2][C:3]([CH:5]1[C:10](=[O:11])[CH2:9][CH2:8][N:7]([C:12]([O:14][C:15]([CH3:18])([CH3:17])[CH3:16])=[O:13])[CH2:6]1)=[O:4].[H-].[Na+].N(C1C=CC=CC=1)([S:22]([C:25]([F:28])([F:27])[F:26])(=[O:24])=[O:23])[S:22]([C:25]([F:28])([F:27])[F:26])(=[O:24])=[O:23]. The catalyst is C1COCC1. The yield is 0.860. The product is [CH3:1][O:2][C:3]([C:5]1[CH2:6][N:7]([C:12]([O:14][C:15]([CH3:18])([CH3:17])[CH3:16])=[O:13])[CH2:8][CH2:9][C:10]=1[O:11][S:22]([C:25]([F:28])([F:27])[F:26])(=[O:24])=[O:23])=[O:4]. (4) The reactants are [CH3:1][O:2][C:3](=[O:44])[C:4]1[CH:9]=[CH:8][C:7]([O:10][CH2:11][CH2:12][C:13]2[C:21]3[C:16](=[CH:17][CH:18]=[C:19]([Cl:22])[CH:20]=3)[N:15]([CH:23]([C:30]3[CH:35]=[CH:34][CH:33]=[CH:32][CH:31]=3)[C:24]3[CH:29]=[CH:28][CH:27]=[CH:26][CH:25]=3)[C:14]=2[CH:36]=[CH:37][C:38]([O:40]CC=C)=[O:39])=[CH:6][CH:5]=1.C1COCC1.N1CCOCC1. The catalyst is C1C=CC([P]([Pd]([P](C2C=CC=CC=2)(C2C=CC=CC=2)C2C=CC=CC=2)([P](C2C=CC=CC=2)(C2C=CC=CC=2)C2C=CC=CC=2)[P](C2C=CC=CC=2)(C2C=CC=CC=2)C2C=CC=CC=2)(C2C=CC=CC=2)C2C=CC=CC=2)=CC=1.C(OCC)(=O)C. The product is [CH3:1][O:2][C:3](=[O:44])[C:4]1[CH:5]=[CH:6][C:7]([O:10][CH2:11][CH2:12][C:13]2[C:21]3[C:16](=[CH:17][CH:18]=[C:19]([Cl:22])[CH:20]=3)[N:15]([CH:23]([C:30]3[CH:31]=[CH:32][CH:33]=[CH:34][CH:35]=3)[C:24]3[CH:29]=[CH:28][CH:27]=[CH:26][CH:25]=3)[C:14]=2[CH:36]=[CH:37][C:38]([OH:40])=[O:39])=[CH:8][CH:9]=1. The yield is 0.970. (5) The reactants are [NH2:1][C:2]1[N:3]=[C:4]([N:13]2[CH2:18][CH2:17][O:16][CH2:15][CH2:14]2)[C:5]2[N:11]=[C:10](Cl)[CH:9]=[CH:8][C:6]=2[N:7]=1.C(=O)([O-])[O-].[K+].[K+].[Br:25][C:26]1[CH:31]=[CH:30][CH:29]=[CH:28][C:27]=1B(O)O. The catalyst is O1CCOCC1.O.C1C=CC([P]([Pd]([P](C2C=CC=CC=2)(C2C=CC=CC=2)C2C=CC=CC=2)([P](C2C=CC=CC=2)(C2C=CC=CC=2)C2C=CC=CC=2)[P](C2C=CC=CC=2)(C2C=CC=CC=2)C2C=CC=CC=2)(C2C=CC=CC=2)C2C=CC=CC=2)=CC=1. The product is [NH2:1][C:2]1[N:3]=[C:4]([N:13]2[CH2:18][CH2:17][O:16][CH2:15][CH2:14]2)[C:5]2[N:11]=[C:10]([C:27]3[CH:28]=[CH:29][CH:30]=[CH:31][C:26]=3[Br:25])[CH:9]=[CH:8][C:6]=2[N:7]=1. The yield is 0.300. (6) The reactants are [O:1]1[CH2:6][CH2:5][CH:4]([C:7]([OH:9])=O)[CH2:3][CH2:2]1.C(Cl)CCl.C1C=CC2N(O)N=[N:20]C=2C=1.[OH-].[NH4+].[Na+].[Cl-]. The catalyst is CC#N.O. The product is [O:1]1[CH2:6][CH2:5][CH:4]([C:7]([NH2:20])=[O:9])[CH2:3][CH2:2]1. The yield is 0.460. (7) The reactants are [CH3:1][C:2]1[C:3]([N+:16]([O-:18])=[O:17])=[CH:4][C:5]([N+:13]([O-:15])=[O:14])=[C:6]([CH:12]=1)[C:7]([O:9][CH2:10][CH3:11])=[O:8].C[C:20]([N:22]([CH3:24])[CH3:23])=O. The catalyst is CN(C=O)C. The product is [CH3:20][N:22]([CH3:24])/[CH:23]=[CH:1]/[C:2]1[C:3]([N+:16]([O-:18])=[O:17])=[CH:4][C:5]([N+:13]([O-:15])=[O:14])=[C:6]([CH:12]=1)[C:7]([O:9][CH2:10][CH3:11])=[O:8]. The yield is 0.280.